Dataset: Forward reaction prediction with 1.9M reactions from USPTO patents (1976-2016). Task: Predict the product of the given reaction. The product is: [NH2:31][CH2:12][C:4]1[N:3]=[C:2]([NH:15][C@@H:16]([CH:17]([CH3:19])[CH3:18])[C:20]([NH2:22])=[O:21])[C:11]2[C:6](=[CH:7][CH:8]=[CH:9][CH:10]=2)[N:5]=1. Given the reactants Cl[C:2]1[C:11]2[C:6](=[CH:7][CH:8]=[CH:9][CH:10]=2)[N:5]=[C:4]([CH2:12]Cl)[N:3]=1.Cl.[NH2:15][C@H:16]([C:20]([NH2:22])=[O:21])[CH:17]([CH3:19])[CH3:18].C(=O)([O-])[O-].[K+].[K+].C(#[N:31])C, predict the reaction product.